From a dataset of Full USPTO retrosynthesis dataset with 1.9M reactions from patents (1976-2016). Predict the reactants needed to synthesize the given product. (1) Given the product [F:18][C:12]1[CH:13]=[C:14]([F:17])[CH:15]=[CH:16][C:11]=1[C:8]1[CH:9]=[CH:10][C:5]([C:3]([OH:4])=[O:2])=[CH:6][CH:7]=1, predict the reactants needed to synthesize it. The reactants are: C[O:2][C:3]([C:5]1[CH:10]=[CH:9][C:8]([C:11]2[CH:16]=[CH:15][C:14]([F:17])=[CH:13][C:12]=2[F:18])=[CH:7][CH:6]=1)=[O:4].[OH-].[Na+].Cl. (2) Given the product [N:14]1[CH:19]=[CH:18][CH:17]=[C:16]([NH:20][C:21]2[S:22][CH:2]=[C:3]([C:5]3[CH:13]=[CH:12][C:8]([C:9]([OH:11])=[O:10])=[CH:7][CH:6]=3)[N:23]=2)[CH:15]=1, predict the reactants needed to synthesize it. The reactants are: Br[CH2:2][C:3]([C:5]1[CH:13]=[CH:12][C:8]([C:9]([OH:11])=[O:10])=[CH:7][CH:6]=1)=O.[N:14]1[CH:19]=[CH:18][CH:17]=[C:16]([NH:20][C:21]([NH2:23])=[S:22])[CH:15]=1. (3) Given the product [CH3:1][O:2][C:3]1[CH:8]=[CH:7][C:6]([CH2:9][NH:10][CH2:12][C:13]#[N:14])=[CH:5][CH:4]=1, predict the reactants needed to synthesize it. The reactants are: [CH3:1][O:2][C:3]1[CH:8]=[CH:7][C:6]([CH2:9][NH2:10])=[CH:5][CH:4]=1.Br[CH2:12][C:13]#[N:14]. (4) Given the product [CH3:3][O:4][C:5](=[O:24])[C:6]1[CH:11]=[CH:10][C:9]([CH:12]([OH:22])/[CH:13]=[CH:14]/[C:15]2[CH:20]=[CH:19][CH:18]=[C:17]([OH:21])[CH:16]=2)=[CH:8][C:7]=1[Cl:23], predict the reactants needed to synthesize it. The reactants are: [BH4-].[Na+].[CH3:3][O:4][C:5](=[O:24])[C:6]1[CH:11]=[CH:10][C:9]([C:12](=[O:22])/[CH:13]=[CH:14]/[C:15]2[CH:20]=[CH:19][CH:18]=[C:17]([OH:21])[CH:16]=2)=[CH:8][C:7]=1[Cl:23].CC(C)=O. (5) Given the product [NH2:6][C:7]1[C:8]([F:11])=[CH:9][CH:10]=[C:2]([CH3:1])[C:3]=1[C:4]([OH:13])=[O:14], predict the reactants needed to synthesize it. The reactants are: [CH3:1][C:2]1[CH:10]=[CH:9][C:8]([F:11])=[C:7]2[C:3]=1[C:4](=[O:13])C(=O)[NH:6]2.[OH-:14].[Na+].OO.Cl.